Dataset: Full USPTO retrosynthesis dataset with 1.9M reactions from patents (1976-2016). Task: Predict the reactants needed to synthesize the given product. (1) Given the product [Cl:38][C:39]1[CH:40]=[CH:41][C:42]([C:45]2[CH:50]=[CH:49][C:48]([CH3:51])=[C:47]([CH:10]3[C:11](=[O:13])[CH2:12][CH:7]([CH2:6][CH:2]4[O:3][CH2:4][CH2:5][O:1]4)[CH2:8][C:9]3=[O:14])[CH:46]=2)=[CH:43][CH:44]=1, predict the reactants needed to synthesize it. The reactants are: [O:1]1[CH2:5][CH2:4][O:3][CH:2]1[CH2:6][CH:7]1[CH2:12][C:11](=[O:13])[CH2:10][C:9](=[O:14])[CH2:8]1.C(Cl)(Cl)Cl.C1(C)C=CC=CC=1.C([O-])(=O)C.C([O-])(=O)C.C([O-])(=O)C.[Cl:38][C:39]1[CH:44]=[CH:43][C:42]([C:45]2[CH:50]=[CH:49][C:48]([CH3:51])=[C:47]([Pb+3])[CH:46]=2)=[CH:41][CH:40]=1. (2) Given the product [OH:31][CH2:30][CH2:29][O:28]/[N:27]=[C:24](/[C:18]1[CH:19]=[N:20][C:21]2[C:16]([CH:17]=1)=[CH:15][C:14]([CH2:13][N:10]1[C:8]3=[N:9][C:4](/[C:1](=[N:27]/[O:28][CH2:29][CH2:30][OH:31])/[CH3:2])=[CH:5][N:6]=[C:7]3[N:12]=[N:11]1)=[CH:23][CH:22]=2)\[CH3:25], predict the reactants needed to synthesize it. The reactants are: [C:1]([C:4]1[N:9]=[C:8]2[N:10]([CH2:13][C:14]3[CH:15]=[C:16]4[C:21](=[CH:22][CH:23]=3)[N:20]=[CH:19][C:18]([C:24](=O)[CH3:25])=[CH:17]4)[N:11]=[N:12][C:7]2=[N:6][CH:5]=1)(=O)[CH3:2].[NH2:27][O:28][CH2:29][CH2:30][OH:31]. (3) Given the product [ClH:19].[CH3:1][O:2][C:3]1[CH:8]=[CH:7][C:6]([NH2:9])=[CH:5][C:4]=1[C:12]1[CH2:17][CH2:16][N:15]([CH3:18])[CH2:14][CH:13]=1, predict the reactants needed to synthesize it. The reactants are: [CH3:1][O:2][C:3]1[CH:8]=[CH:7][C:6]([N+:9]([O-])=O)=[CH:5][C:4]=1[C:12]1[CH2:13][CH2:14][N:15]([CH3:18])[CH2:16][CH:17]=1.[ClH:19]. (4) Given the product [CH2:1]([O:3][C:4]([C:6]1[N:10]([CH2:11][C:12]2[CH:17]=[CH:16][C:15]([C:18]3[CH:23]=[CH:22][CH:21]=[CH:20][C:19]=3[C:24]3[N:28]([C:29]([C:42]4[CH:47]=[CH:46][CH:45]=[CH:44][CH:43]=4)([C:36]4[CH:41]=[CH:40][CH:39]=[CH:38][CH:37]=4)[C:30]4[CH:35]=[CH:34][CH:33]=[CH:32][CH:31]=4)[N:27]=[N:26][N:25]=3)=[CH:14][CH:13]=2)[C:9]([CH2:48][CH2:49][CH3:50])=[N:8][C:7]=1[C:51]([S:55][CH2:56][CH2:57][OH:58])([CH3:53])[CH3:52])=[O:5])[CH3:2], predict the reactants needed to synthesize it. The reactants are: [CH2:1]([O:3][C:4]([C:6]1[N:10]([CH2:11][C:12]2[CH:17]=[CH:16][C:15]([C:18]3[CH:23]=[CH:22][CH:21]=[CH:20][C:19]=3[C:24]3[N:28]([C:29]([C:42]4[CH:47]=[CH:46][CH:45]=[CH:44][CH:43]=4)([C:36]4[CH:41]=[CH:40][CH:39]=[CH:38][CH:37]=4)[C:30]4[CH:35]=[CH:34][CH:33]=[CH:32][CH:31]=4)[N:27]=[N:26][N:25]=3)=[CH:14][CH:13]=2)[C:9]([CH2:48][CH2:49][CH3:50])=[N:8][C:7]=1[C:51](Cl)([CH3:53])[CH3:52])=[O:5])[CH3:2].[SH:55][CH2:56][CH2:57][OH:58]. (5) Given the product [C:19]([O:18][C:16]([N:13]1[CH2:14][CH2:15][CH:11]([C:9]2[N:8]([C:23]([O:25][C:26]([CH3:29])([CH3:28])[CH3:27])=[O:24])[C:4]3=[N:5][CH:6]=[CH:7][C:2]([Cl:1])=[C:3]3[CH:10]=2)[CH2:12]1)=[O:17])([CH3:22])([CH3:21])[CH3:20], predict the reactants needed to synthesize it. The reactants are: [Cl:1][C:2]1[CH:7]=[CH:6][N:5]=[C:4]2[NH:8][C:9]([CH:11]3[CH2:15][CH2:14][N:13]([C:16]([O:18][C:19]([CH3:22])([CH3:21])[CH3:20])=[O:17])[CH2:12]3)=[CH:10][C:3]=12.[C:23](O[C:23]([O:25][C:26]([CH3:29])([CH3:28])[CH3:27])=[O:24])([O:25][C:26]([CH3:29])([CH3:28])[CH3:27])=[O:24]. (6) Given the product [C:19]([O:18][C:16]([NH:15][C@H:14]([C:23]([O:25][C:26]([CH3:27])([CH3:28])[CH3:29])=[O:24])[CH2:13][C@H:12]([CH2:11][C:10]1[CH:9]=[CH:8][C:7]([O:6][C@H:4]2[CH2:3][C@H:2]([O:1][S:52]([C:49]3[CH:50]=[CH:51][C:46]([CH3:45])=[CH:47][CH:48]=3)(=[O:54])=[O:53])[CH2:5]2)=[CH:38][CH:37]=1)[C:30]([O:32][C:33]([CH3:36])([CH3:35])[CH3:34])=[O:31])=[O:17])([CH3:22])([CH3:21])[CH3:20], predict the reactants needed to synthesize it. The reactants are: [OH:1][C@H:2]1[CH2:5][C@H:4]([O:6][C:7]2[CH:38]=[CH:37][C:10]([CH2:11][C@H:12]([C:30]([O:32][C:33]([CH3:36])([CH3:35])[CH3:34])=[O:31])[CH2:13][C@@H:14]([C:23]([O:25][C:26]([CH3:29])([CH3:28])[CH3:27])=[O:24])[NH:15][C:16]([O:18][C:19]([CH3:22])([CH3:21])[CH3:20])=[O:17])=[CH:9][CH:8]=2)[CH2:3]1.C(=O)([O-])[O-].[K+].[K+].[CH3:45][C:46]1[CH:51]=[CH:50][C:49]([S:52](O[C@H]2C[C@@H](O[S:52]([C:49]3[CH:50]=[CH:51][C:46]([CH3:45])=[CH:47][CH:48]=3)(=[O:54])=[O:53])C2)(=[O:54])=[O:53])=[CH:48][CH:47]=1. (7) Given the product [CH3:28][C:29]1[O:30][CH:31]=[C:32]([C:34]([NH:1][C:2]2[CH:15]=[C:14]3[C:5]([O:6][CH:7]4[CH:12]([C:13]53[CH2:19][O:18][C:17]([NH:20][C:21](=[O:27])[O:22][C:23]([CH3:24])([CH3:26])[CH3:25])=[N:16]5)[CH2:11][CH2:10][CH2:9][CH2:8]4)=[CH:4][CH:3]=2)=[O:35])[N:33]=1, predict the reactants needed to synthesize it. The reactants are: [NH2:1][C:2]1[CH:15]=[C:14]2[C:5]([O:6][CH:7]3[CH:12]([C:13]42[CH2:19][O:18][C:17]([NH:20][C:21](=[O:27])[O:22][C:23]([CH3:26])([CH3:25])[CH3:24])=[N:16]4)[CH2:11][CH2:10][CH2:9][CH2:8]3)=[CH:4][CH:3]=1.[CH3:28][C:29]1[O:30][CH:31]=[C:32]([C:34](O)=[O:35])[N:33]=1.O.[Cl-].COC1N=C(OC)N=C([N+]2(C)CCOCC2)N=1.